From a dataset of Forward reaction prediction with 1.9M reactions from USPTO patents (1976-2016). Predict the product of the given reaction. Given the reactants [CH3:1][C:2]1[C:7]([N+:8]([O-:10])=[O:9])=[C:6]([CH3:11])[N:5]=[C:4]([OH:12])[N:3]=1.C(=O)([O-])[O-].[K+].[K+].Br[CH2:20][C:21]([O:23][CH2:24][CH3:25])=[O:22], predict the reaction product. The product is: [CH3:11][C:6]1[C:7]([N+:8]([O-:10])=[O:9])=[C:2]([CH3:1])[N:3]=[C:4]([O:12][CH2:20][C:21]([O:23][CH2:24][CH3:25])=[O:22])[N:5]=1.